From a dataset of NCI-60 drug combinations with 297,098 pairs across 59 cell lines. Regression. Given two drug SMILES strings and cell line genomic features, predict the synergy score measuring deviation from expected non-interaction effect. (1) Drug 1: CCCS(=O)(=O)NC1=C(C(=C(C=C1)F)C(=O)C2=CNC3=C2C=C(C=N3)C4=CC=C(C=C4)Cl)F. Drug 2: C(CCl)NC(=O)N(CCCl)N=O. Cell line: IGROV1. Synergy scores: CSS=8.34, Synergy_ZIP=-2.55, Synergy_Bliss=2.09, Synergy_Loewe=1.69, Synergy_HSA=1.92. (2) Drug 1: CC1=CC=C(C=C1)C2=CC(=NN2C3=CC=C(C=C3)S(=O)(=O)N)C(F)(F)F. Drug 2: C1=CC=C(C=C1)NC(=O)CCCCCCC(=O)NO. Cell line: SN12C. Synergy scores: CSS=6.55, Synergy_ZIP=-2.92, Synergy_Bliss=1.31, Synergy_Loewe=-9.84, Synergy_HSA=-1.24. (3) Drug 1: CC1C(C(CC(O1)OC2CC(CC3=C2C(=C4C(=C3O)C(=O)C5=C(C4=O)C(=CC=C5)OC)O)(C(=O)CO)O)N)O.Cl. Drug 2: CN(CC1=CN=C2C(=N1)C(=NC(=N2)N)N)C3=CC=C(C=C3)C(=O)NC(CCC(=O)O)C(=O)O. Cell line: RPMI-8226. Synergy scores: CSS=50.0, Synergy_ZIP=0.575, Synergy_Bliss=0.130, Synergy_Loewe=-8.33, Synergy_HSA=-2.07. (4) Drug 1: CCC1=C2CN3C(=CC4=C(C3=O)COC(=O)C4(CC)O)C2=NC5=C1C=C(C=C5)O. Drug 2: CC(C)(C#N)C1=CC(=CC(=C1)CN2C=NC=N2)C(C)(C)C#N. Cell line: T-47D. Synergy scores: CSS=18.9, Synergy_ZIP=-5.58, Synergy_Bliss=-0.533, Synergy_Loewe=-7.11, Synergy_HSA=0.0253. (5) Drug 1: CC(CN1CC(=O)NC(=O)C1)N2CC(=O)NC(=O)C2. Synergy scores: CSS=19.7, Synergy_ZIP=-9.20, Synergy_Bliss=-4.16, Synergy_Loewe=-2.66, Synergy_HSA=-0.600. Drug 2: C1CN(CCN1C(=O)CCBr)C(=O)CCBr. Cell line: UACC62. (6) Drug 1: C1CCC(CC1)NC(=O)N(CCCl)N=O. Drug 2: C1CN(P(=O)(OC1)NCCCl)CCCl. Cell line: TK-10. Synergy scores: CSS=-1.14, Synergy_ZIP=-2.67, Synergy_Bliss=-4.22, Synergy_Loewe=-13.8, Synergy_HSA=-5.49. (7) Synergy scores: CSS=6.59, Synergy_ZIP=-2.09, Synergy_Bliss=1.51, Synergy_Loewe=-8.09, Synergy_HSA=1.98. Cell line: OVCAR-4. Drug 1: CC1CCC2CC(C(=CC=CC=CC(CC(C(=O)C(C(C(=CC(C(=O)CC(OC(=O)C3CCCCN3C(=O)C(=O)C1(O2)O)C(C)CC4CCC(C(C4)OC)OCCO)C)C)O)OC)C)C)C)OC. Drug 2: C1C(C(OC1N2C=NC3=C2NC=NCC3O)CO)O. (8) Drug 1: COC1=C(C=C2C(=C1)N=CN=C2NC3=CC(=C(C=C3)F)Cl)OCCCN4CCOCC4. Drug 2: C1C(C(OC1N2C=C(C(=O)NC2=O)F)CO)O. Cell line: HCC-2998. Synergy scores: CSS=59.5, Synergy_ZIP=-0.347, Synergy_Bliss=-1.03, Synergy_Loewe=1.26, Synergy_HSA=1.36. (9) Drug 1: CC1=C(C=C(C=C1)NC2=NC=CC(=N2)N(C)C3=CC4=NN(C(=C4C=C3)C)C)S(=O)(=O)N.Cl. Drug 2: C1C(C(OC1N2C=NC(=NC2=O)N)CO)O. Cell line: HS 578T. Synergy scores: CSS=3.05, Synergy_ZIP=-0.126, Synergy_Bliss=2.95, Synergy_Loewe=-2.73, Synergy_HSA=0.218.